This data is from Catalyst prediction with 721,799 reactions and 888 catalyst types from USPTO. The task is: Predict which catalyst facilitates the given reaction. (1) Reactant: [F:1][CH:2]([F:30])[C:3]1[C:11]2[C:6](=[CH:7][C:8]([Br:12])=[CH:9][CH:10]=2)[N:5]([S:13]([C:16]2[CH:21]=[CH:20][C:19]([O:22][CH3:23])=[C:18]([N:24]3[CH2:29][CH2:28][NH:27][CH2:26][CH2:25]3)[CH:17]=2)(=[O:15])=[O:14])[CH:4]=1.[C:31]([BH3-])#N.[Na+].C=O. Product: [F:30][CH:2]([F:1])[C:3]1[C:11]2[C:6](=[CH:7][C:8]([Br:12])=[CH:9][CH:10]=2)[N:5]([S:13]([C:16]2[CH:21]=[CH:20][C:19]([O:22][CH3:23])=[C:18]([N:24]3[CH2:29][CH2:28][N:27]([CH3:31])[CH2:26][CH2:25]3)[CH:17]=2)(=[O:15])=[O:14])[CH:4]=1. The catalyst class is: 5. (2) Reactant: C[O-].[Na+].[C:4]([O:7][C@H:8]1[C@@H:14]([O:15][CH2:16][C:17]2[CH:22]=[CH:21][CH:20]=[CH:19][CH:18]=2)[C@H:13]([O:23][CH2:24][C:25]2[CH:30]=[CH:29][CH:28]=[CH:27][CH:26]=2)[C@@H:12]([CH2:31][O:32][CH2:33][C:34]2[CH:39]=[CH:38][CH:37]=[CH:36][CH:35]=2)[O:11][C@@H:9]1[OH:10])(=[O:6])[CH3:5]. Product: [C:4]([O:7][C@H:8]1[C@@H:14]([O:15][CH2:16][C:17]2[CH:18]=[CH:19][CH:20]=[CH:21][CH:22]=2)[C@H:13]([O:23][CH2:24][C:25]2[CH:26]=[CH:27][CH:28]=[CH:29][CH:30]=2)[C@@H:12]([CH2:31][O:32][CH2:33][C:34]2[CH:35]=[CH:36][CH:37]=[CH:38][CH:39]=2)[O:11][C@@H:9]1[OH:10])(=[O:6])[CH3:5].[CH2:16]([O:15][C@H:14]1[C@H:13]([O:23][CH2:24][C:25]2[CH:30]=[CH:29][CH:28]=[CH:27][CH:26]=2)[C@@H:12]([CH2:31][O:32][CH2:33][C:34]2[CH:35]=[CH:36][CH:37]=[CH:38][CH:39]=2)[O:11][C@H:9]([OH:10])[C@H:8]1[OH:7])[C:17]1[CH:22]=[CH:21][CH:20]=[CH:19][CH:18]=1. The catalyst class is: 5. (3) Reactant: Cl[C:2]1[C:7]([CH:8]=[O:9])=[CH:6][C:5]([C:10]([F:13])([F:12])[F:11])=[CH:4][N:3]=1.[CH2:14]([O:21][CH2:22][CH2:23][C@H:24]1[CH2:29][CH2:28][C@H:27]([C@H:30]2[CH2:34][CH2:33][CH2:32][NH:31]2)[CH2:26][CH2:25]1)[C:15]1[CH:20]=[CH:19][CH:18]=[CH:17][CH:16]=1.C(=O)([O-])[O-].[K+].[K+].O. Product: [CH2:14]([O:21][CH2:22][CH2:23][C@H:24]1[CH2:29][CH2:28][C@H:27]([C@H:30]2[CH2:34][CH2:33][CH2:32][N:31]2[C:2]2[C:7]([CH:8]=[O:9])=[CH:6][C:5]([C:10]([F:13])([F:12])[F:11])=[CH:4][N:3]=2)[CH2:26][CH2:25]1)[C:15]1[CH:20]=[CH:19][CH:18]=[CH:17][CH:16]=1. The catalyst class is: 451. (4) Product: [Cl:1][C:2]1[N:7]=[C:6]([NH:8][C:9]2[CH:10]=[C:11]3[C:15](=[CH:16][CH:17]=2)[NH:14][N:13]=[CH:12]3)[CH:5]=[C:4]([O:23][CH2:22][CH2:21][N:20]([CH3:24])[CH3:19])[N:3]=1. Reactant: [Cl:1][C:2]1[N:7]=[C:6]([NH:8][C:9]2[CH:10]=[C:11]3[C:15](=[CH:16][CH:17]=2)[NH:14][N:13]=[CH:12]3)[CH:5]=[C:4](Cl)[N:3]=1.[CH3:19][N:20]([CH3:24])[CH2:21][CH2:22][OH:23].O. The catalyst class is: 14. (5) Reactant: [Cl:1][C:2]1[CH:7]=[C:6]([N+:8]([O-:10])=[O:9])[C:5]([O:11][CH3:12])=[CH:4][C:3]=1[CH:13](C(OC)=O)[C:14]([O:16][CH3:17])=[O:15].[Cl-].[Na+].O.CCOC(C)=O. Product: [CH3:17][O:16][C:14](=[O:15])[CH2:13][C:3]1[CH:4]=[C:5]([O:11][CH3:12])[C:6]([N+:8]([O-:10])=[O:9])=[CH:7][C:2]=1[Cl:1]. The catalyst class is: 16. (6) Reactant: [OH:1][CH2:2][C@@H:3]([NH:6][C:7]1[N:12]=[C:11]([NH:13][CH2:14][C:15]2[CH:20]=[CH:19][C:18]([C:21]3[CH:26]=[CH:25][CH:24]=[CH:23][N:22]=3)=[CH:17][CH:16]=2)[N:10]2[N:27]=[CH:28][C:29]([CH:30]([CH3:32])[CH3:31])=[C:9]2[N:8]=1)[CH2:4][CH3:5].[C:33]([OH:40])(=[O:39])/[CH:34]=[CH:35]/[C:36]([OH:38])=[O:37]. Product: [C:33]([OH:40])(=[O:39])/[CH:34]=[CH:35]/[C:36]([OH:38])=[O:37].[OH:1][CH2:2][C@@H:3]([NH:6][C:7]1[N:12]=[C:11]([NH:13][CH2:14][C:15]2[CH:16]=[CH:17][C:18]([C:21]3[CH:26]=[CH:25][CH:24]=[CH:23][N:22]=3)=[CH:19][CH:20]=2)[N:10]2[N:27]=[CH:28][C:29]([CH:30]([CH3:31])[CH3:32])=[C:9]2[N:8]=1)[CH2:4][CH3:5]. The catalyst class is: 863. (7) Reactant: [CH2:1]([C:3]1[CH:8]=[CH:7][CH:6]=[C:5]([CH2:9][CH3:10])[C:4]=1[CH2:11]O)[CH3:2].O=S(Cl)[Cl:15]. Product: [Cl:15][CH2:11][C:4]1[C:3]([CH2:1][CH3:2])=[CH:8][CH:7]=[CH:6][C:5]=1[CH2:9][CH3:10]. The catalyst class is: 575. (8) Reactant: [Cl:1][C:2]1[CH:3]=[CH:4][C:5]([O:38][C:39]([F:42])([F:41])[F:40])=[C:6]2[C:10]=1[N:9]([CH2:11][CH2:12][O:13][CH3:14])[CH:8]=[C:7]2[C:15]([N:17]1[CH2:22][CH2:21][CH:20]([C:23]2[CH:24]=[C:25]([CH:34]=[CH:35][C:36]=2[F:37])[CH2:26][NH:27]C(=O)C(F)(F)F)[CH2:19][CH2:18]1)=[O:16].C([O-])([O-])=O.[K+].[K+]. Product: [ClH:1].[NH2:27][CH2:26][C:25]1[CH:34]=[CH:35][C:36]([F:37])=[C:23]([CH:20]2[CH2:21][CH2:22][N:17]([C:15]([C:7]3[C:6]4[C:10](=[C:2]([Cl:1])[CH:3]=[CH:4][C:5]=4[O:38][C:39]([F:42])([F:40])[F:41])[N:9]([CH2:11][CH2:12][O:13][CH3:14])[CH:8]=3)=[O:16])[CH2:18][CH2:19]2)[CH:24]=1. The catalyst class is: 5. (9) Reactant: [H-].[Na+].Br[C:4]1[CH:9]=[CH:8][CH:7]=[C:6]([Br:10])[C:5]=1[S:11]([NH:14][C:15]([CH3:18])([CH3:17])[CH3:16])(=[O:13])=[O:12].[Li]CCCC.CN(C)[CH:26]=[O:27]. Product: [Br:10][C:6]1[C:5]2[S:11](=[O:13])(=[O:12])[N:14]([C:15]([CH3:18])([CH3:17])[CH3:16])[CH:26]([OH:27])[C:4]=2[CH:9]=[CH:8][CH:7]=1. The catalyst class is: 7. (10) Reactant: Br[C:2]1[CH:3]=[CH:4][C:5]2[C:11]3[S:12][C:13]([C:15]4[N:19]([C:20]5[CH:25]=[CH:24][CH:23]=[CH:22][C:21]=5[Cl:26])[N:18]=[CH:17][N:16]=4)=[CH:14][C:10]=3[CH2:9][CH2:8][O:7][C:6]=2[CH:27]=1.[C:28]([Cu])#[N:29]. Product: [Cl:26][C:21]1[CH:22]=[CH:23][CH:24]=[CH:25][C:20]=1[N:19]1[C:15]([C:13]2[S:12][C:11]3[C:5]4[CH:4]=[CH:3][C:2]([C:28]#[N:29])=[CH:27][C:6]=4[O:7][CH2:8][CH2:9][C:10]=3[CH:14]=2)=[N:16][CH:17]=[N:18]1. The catalyst class is: 3.